From a dataset of Peptide-MHC class II binding affinity with 134,281 pairs from IEDB. Regression. Given a peptide amino acid sequence and an MHC pseudo amino acid sequence, predict their binding affinity value. This is MHC class II binding data. (1) The MHC is HLA-DQA10101-DQB10501 with pseudo-sequence HLA-DQA10101-DQB10501. The binding affinity (normalized) is 0.537. The peptide sequence is PLHLRYYRITYGETG. (2) The peptide sequence is GDLYIFESRAICKYA. The MHC is DRB1_0101 with pseudo-sequence DRB1_0101. The binding affinity (normalized) is 0.601. (3) The peptide sequence is DHMSIYKFMGRSHFL. The MHC is DRB1_0701 with pseudo-sequence DRB1_0701. The binding affinity (normalized) is 0.576. (4) The peptide sequence is YDKFLMNVSTVLTGK. The MHC is DRB1_0401 with pseudo-sequence DRB1_0401. The binding affinity (normalized) is 0.646. (5) The peptide sequence is PATYGIIVPVLTSLF. The MHC is DRB1_0701 with pseudo-sequence DRB1_0701. The binding affinity (normalized) is 0.544. (6) The peptide sequence is SGHVIPACKNLSPSA. The MHC is DRB1_0301 with pseudo-sequence DRB1_0301. The binding affinity (normalized) is 0.150.